Regression/Classification. Given a drug SMILES string, predict its absorption, distribution, metabolism, or excretion properties. Task type varies by dataset: regression for continuous measurements (e.g., permeability, clearance, half-life) or binary classification for categorical outcomes (e.g., BBB penetration, CYP inhibition). Dataset: pgp_broccatelli. From a dataset of P-glycoprotein inhibition data for predicting drug efflux from Broccatelli et al.. (1) The molecule is CC(=O)N[C@@H]1CCSC1=O. The result is 0 (non-inhibitor). (2) The compound is CCOc1cc2oc(-c3ccccc3)cc(=O)c2c(O)c1OCC. The result is 1 (inhibitor). (3) The drug is CCC[C@@H](O)CCNc1nc(N(CCO)CCO)nc([C@@H](NCCN(CCO)CCO)N2CCC[C@H](O)C2)c1NC. The result is 0 (non-inhibitor). (4) The drug is CCCNC[C@H](O)COc1ccccc1C(=O)CCc1ccccc1. The result is 1 (inhibitor). (5) The molecule is CC(=O)Oc1c(O)cc2oc(-c3ccccc3)cc(=O)c2c1O. The result is 1 (inhibitor).